From a dataset of Forward reaction prediction with 1.9M reactions from USPTO patents (1976-2016). Predict the product of the given reaction. Given the reactants [OH:1][C:2]1[CH:7]=[CH:6][CH:5]=[CH:4][C:3]=1[CH:8]=[CH:9][C:10]1[N:11]([CH3:15])[CH:12]=[CH:13][CH:14]=1.[C:16](OC(=O)C)(=[O:18])[CH3:17].CN(C1C=CC=CN=1)C.Cl, predict the reaction product. The product is: [C:16]([O:1][C:2]1[CH:7]=[CH:6][CH:5]=[CH:4][C:3]=1[CH:8]=[CH:9][C:10]1[N:11]([CH3:15])[CH:12]=[CH:13][CH:14]=1)(=[O:18])[CH3:17].